This data is from Full USPTO retrosynthesis dataset with 1.9M reactions from patents (1976-2016). The task is: Predict the reactants needed to synthesize the given product. (1) Given the product [S:25]1[C:26]2[CH:32]=[CH:31][CH:30]=[CH:29][C:27]=2[N:28]=[C:24]1[C:21]1[N:18]2[CH2:19][CH2:20][N:15]([C:13]3[CH:12]=[CH:11][N:10]=[C:9]([C@H:7]([OH:6])[CH3:8])[N:14]=3)[CH2:16][C:17]2=[N:23][N:22]=1, predict the reactants needed to synthesize it. The reactants are: C([O:6][C@@H:7]([C:9]1[N:14]=[C:13]([N:15]2[CH2:20][CH2:19][N:18]3[C:21]([C:24]4[S:25][C:26]5[CH:32]=[CH:31][CH:30]=[CH:29][C:27]=5[N:28]=4)=[N:22][N:23]=[C:17]3[CH2:16]2)[CH:12]=[CH:11][N:10]=1)[CH3:8])(=O)CCC.O.[OH-].[Li+]. (2) Given the product [C:1]1([C:7]2[C:11]3[CH:12]=[CH:13][C:14]([O:16][CH:17]([CH2:21][CH2:22][CH3:23])[CH2:18][CH2:19][O:20][S:25]([CH3:24])(=[O:27])=[O:26])=[CH:15][C:10]=3[O:9][CH:8]=2)[CH:2]=[CH:3][CH:4]=[CH:5][CH:6]=1, predict the reactants needed to synthesize it. The reactants are: [C:1]1([C:7]2[C:11]3[CH:12]=[CH:13][C:14]([O:16][CH:17]([CH2:21][CH2:22][CH3:23])[CH2:18][CH2:19][OH:20])=[CH:15][C:10]=3[O:9][CH:8]=2)[CH:6]=[CH:5][CH:4]=[CH:3][CH:2]=1.[CH3:24][S:25](Cl)(=[O:27])=[O:26]. (3) The reactants are: [CH:1]1[C:6]([C:7]#[N:8])=[CH:5][CH:4]=[C:3]([CH:9]([N:18]2[N:22]=[CH:21][N:20]=[CH:19]2)C2C=CC(C#N)=CC=2)[CH:2]=1.BrCC1C=CC(C#N)=CC=1.N1C=NC=N1. Given the product [N:18]1([CH2:9][C:3]2[CH:4]=[CH:5][C:6]([C:7]#[N:8])=[CH:1][CH:2]=2)[CH:19]=[N:20][CH:21]=[N:22]1, predict the reactants needed to synthesize it. (4) Given the product [CH3:65][C:61]([CH3:72])=[CH:60][C:2]1[N:6]2[C:7]3[CH:8]=[CH:9][CH:10]=[C:11]([C:40]4[CH:45]=[CH:44][CH:43]=[CH:42][CH:41]=4)[C:12]=3[C:13]3[CH:14]=[CH:15][CH:16]=[CH:17][C:18]=3[C:5]2=[N:4][CH:3]=1, predict the reactants needed to synthesize it. The reactants are: Br[C:2]1[N:6]2[C:7]3[CH:8]=[CH:9][CH:10]=[C:11](C4C=CC=CC=4)[C:12]=3[C:13]3[CH:14]=[CH:15][CH:16]=[CH:17][C:18]=3[C:5]2=[N:4][CH:3]=1.COC1C=CC=C(OC)C=1C1C=CC=CC=1P([CH:40]1[CH2:45][CH2:44][CH2:43][CH2:42][CH2:41]1)[CH:40]1[CH2:45][CH2:44][CH2:43][CH2:42][CH2:41]1.C(=O)([O-])[O-].[K+].[K+].[CH3:60][C:61]1([CH3:72])[C:65](C)(C)OB(C=C(C)C)O1. (5) Given the product [CH3:1][O:2][C:3](=[O:16])[C:4]1[CH:9]=[C:8]([C:22]2[N:18]([CH3:17])[N:19]=[C:20]([CH3:36])[CH:21]=2)[C:7]([C:11]([F:14])([F:13])[F:12])=[CH:6][C:5]=1[NH2:15], predict the reactants needed to synthesize it. The reactants are: [CH3:1][O:2][C:3](=[O:16])[C:4]1[CH:9]=[C:8](I)[C:7]([C:11]([F:14])([F:13])[F:12])=[CH:6][C:5]=1[NH2:15].[CH3:17][N:18]1[C:22]([Sn](CCCC)(CCCC)CCCC)=[CH:21][C:20]([CH3:36])=[N:19]1. (6) The reactants are: [H-].[Na+].[C:3]1([CH3:19])[CH:8]=[C:7]([CH3:9])[CH:6]=[C:5]([CH3:10])[C:4]=1[CH:11]([C:16](=[O:18])[CH3:17])[C:12]([O:14][CH3:15])=[O:13].[Li]CCCC.[CH2:25]([O:32][CH2:33][CH:34]([CH3:37])[CH:35]=[O:36])[C:26]1[CH:31]=[CH:30][CH:29]=[CH:28][CH:27]=1. Given the product [CH2:25]([O:32][CH2:33][CH:34]([CH3:37])[CH:35]([OH:36])[CH2:17][C:16](=[O:18])[CH:11]([C:4]1[C:5]([CH3:10])=[CH:6][C:7]([CH3:9])=[CH:8][C:3]=1[CH3:19])[C:12]([O:14][CH3:15])=[O:13])[C:26]1[CH:31]=[CH:30][CH:29]=[CH:28][CH:27]=1, predict the reactants needed to synthesize it. (7) Given the product [ClH:32].[NH2:16][C@H:15]([C:24](=[O:26])[N:33]1[CH2:37][CH2:36][CH2:35][CH2:34]1)[CH2:14][CH2:13][CH2:12][NH:11][S:29]([CH2:27][CH3:28])(=[O:31])=[O:30], predict the reactants needed to synthesize it. The reactants are: C(OC([NH:11][CH2:12][CH2:13][CH2:14][C@@H:15]([C:24]([OH:26])=O)[NH:16]C(OC(C)(C)C)=O)=O)C1C=CC=CC=1.[CH2:27]([S:29]([Cl:32])(=[O:31])=[O:30])[CH3:28].[NH:33]1[CH2:37][CH2:36][CH2:35][CH2:34]1.